This data is from Catalyst prediction with 721,799 reactions and 888 catalyst types from USPTO. The task is: Predict which catalyst facilitates the given reaction. (1) Reactant: [CH2:1]1[CH:6]2[CH:7]3[CH:13]4[CH2:14][CH:2]1[CH2:3][CH:4]1[CH:12]4[CH2:11][CH:9]([CH2:10][CH:5]12)[CH2:8]3.C(Cl)Cl.[N+]([O-])(O)=[O:19].OS(O)(=O)=O.[OH2:27]. Product: [CH2:14]1[C:2]2([OH:27])[CH2:1][CH:6]3[CH:5]4[CH2:10][C:9]5([OH:19])[CH2:11][CH:12]([CH:4]4[CH2:3]2)[CH:13]1[CH:7]3[CH2:8]5. The catalyst class is: 5. (2) Reactant: [OH:1][C:2]1[CH:9]=[C:8]([O:10][CH3:11])[CH:7]=[CH:6][C:3]=1[CH:4]=[O:5].N1C=CC=CC=1.[O:18](S(C(F)(F)F)(=O)=O)[S:19]([C:22]([F:25])([F:24])[F:23])(=O)=[O:20].CCOC(C)=O. The catalyst class is: 2. Product: [CH:4]([C:3]1[CH:6]=[CH:7][C:8]([O:10][CH3:11])=[CH:9][C:2]=1[O:1][S:19]([C:22]([F:25])([F:24])[F:23])(=[O:20])=[O:18])=[O:5]. (3) Reactant: [Br:1][C:2]1[CH:3]=[C:4]([NH2:9])[C:5]([Cl:8])=[N:6][CH:7]=1.[NH:10]1[CH2:15][CH2:14][O:13][CH2:12][CH2:11]1.[S:16](Cl)(Cl)(=[O:18])=[O:17]. Product: [Br:1][C:2]1[CH:3]=[C:4]([NH:9][S:16]([N:10]2[CH2:15][CH2:14][O:13][CH2:12][CH2:11]2)(=[O:18])=[O:17])[C:5]([Cl:8])=[N:6][CH:7]=1. The catalyst class is: 377. (4) Reactant: [CH:1]1([CH2:4][OH:5])[CH2:3][CH2:2]1.N1C=CC=CC=1.[C:12](Cl)(=[O:16])[O:13][CH2:14][Cl:15].C(OCC)C. Product: [C:12](=[O:16])([O:5][CH2:4][CH:1]1[CH2:3][CH2:2]1)[O:13][CH2:14][Cl:15]. The catalyst class is: 4. (5) Reactant: [CH3:1][C:2]1[CH:7]=[CH:6][C:5]([C:8]2[N:9]=[C:10]3[CH:15]=[CH:14][C:13]([CH3:16])=[CH:12][N:11]3[C:17]=2[CH2:18][C:19](O)=[O:20])=[CH:4][CH:3]=1.C(Cl)(=O)C(Cl)=O.Cl.[CH3:29][NH:30][CH3:31].C(N(CC)CC)C.[C:39]([OH:48])(=[O:47])[CH:40]([CH:42]([C:44]([OH:46])=[O:45])[OH:43])[OH:41]. Product: [CH3:1][C:2]1[CH:3]=[CH:4][C:5]([C:8]2[N:9]=[C:10]3[N:11]([CH:12]=[C:13]([CH3:16])[CH:14]=[CH:15]3)[C:17]=2[CH2:18][C:19]([N:30]([CH3:31])[CH3:29])=[O:20])=[CH:6][CH:7]=1.[CH:40]([OH:41])([C:39]([OH:48])=[O:47])[CH:42]([OH:43])[C:44]([OH:46])=[O:45]. The catalyst class is: 34. (6) Reactant: COCCN(S(F)(F)[F:11])CCOC.[CH2:14]([O:16][C:17]([C:19]1[N:24]=[CH:23][C:22]([CH2:25]O)=[CH:21][N:20]=1)=[CH2:18])[CH3:15].C(=O)([O-])O.[Na+]. Product: [CH2:14]([O:16][C:17]([C:19]1[N:24]=[CH:23][C:22]([CH2:25][F:11])=[CH:21][N:20]=1)=[CH2:18])[CH3:15]. The catalyst class is: 4.